From a dataset of Forward reaction prediction with 1.9M reactions from USPTO patents (1976-2016). Predict the product of the given reaction. (1) Given the reactants [CH2:1]([N:3]([CH:34]1[CH2:39][CH2:38][O:37][CH2:36][CH2:35]1)[C:4]1[C:5]([CH3:33])=[C:6]([CH:22]=[C:23]([C:25]2[CH:26]=[N:27][C:28]([CH2:31]O)=[CH:29][CH:30]=2)[CH:24]=1)[C:7]([NH:9][CH2:10][C:11]1[C:12](=[O:21])[NH:13][C:14]([CH3:20])=[CH:15][C:16]=1[CH:17]([CH3:19])[CH3:18])=[O:8])[CH3:2].CS(Cl)(=O)=O.CCN(C(C)C)C(C)C.Cl.[OH:55][C@H:56]1[CH2:61][CH2:60][CH2:59][NH:58][CH2:57]1, predict the reaction product. The product is: [CH2:1]([N:3]([CH:34]1[CH2:39][CH2:38][O:37][CH2:36][CH2:35]1)[C:4]1[C:5]([CH3:33])=[C:6]([CH:22]=[C:23]([C:25]2[CH:26]=[N:27][C:28]([CH2:31][N:58]3[CH2:59][CH2:60][CH2:61][C@H:56]([OH:55])[CH2:57]3)=[CH:29][CH:30]=2)[CH:24]=1)[C:7]([NH:9][CH2:10][C:11]1[C:12](=[O:21])[NH:13][C:14]([CH3:20])=[CH:15][C:16]=1[CH:17]([CH3:18])[CH3:19])=[O:8])[CH3:2]. (2) Given the reactants Cl[C:2]1[C:21]([I:22])=[CH:20][C:5]([C:6]([NH:8][C:9]2[CH:14]=[CH:13][C:12]([O:15][C:16]([Cl:19])([F:18])[F:17])=[CH:11][CH:10]=2)=[O:7])=[CH:4][N:3]=1.Cl.[NH:24]1[CH2:27][CH:26]([CH2:28][OH:29])[CH2:25]1, predict the reaction product. The product is: [Cl:19][C:16]([F:18])([F:17])[O:15][C:12]1[CH:13]=[CH:14][C:9]([NH:8][C:6](=[O:7])[C:5]2[CH:20]=[C:21]([I:22])[C:2]([N:24]3[CH2:27][CH:26]([CH2:28][OH:29])[CH2:25]3)=[N:3][CH:4]=2)=[CH:10][CH:11]=1. (3) The product is: [CH3:8][C:6]1[N:7]=[C:2]([N:20]2[CH2:19][CH2:18][C:24]3[CH:25]=[CH:26][CH:27]=[CH:28][C:23]=3[CH2:22][CH2:21]2)[C:3]([C:15]#[N:16])=[N:4][C:5]=1[C:9]1[CH:14]=[CH:13][CH:12]=[CH:11][CH:10]=1. Given the reactants Cl[C:2]1[C:3]([C:15]#[N:16])=[N:4][C:5]([C:9]2[CH:14]=[CH:13][CH:12]=[CH:11][CH:10]=2)=[C:6]([CH3:8])[N:7]=1.Cl.[CH2:18]1[C:24]2[CH:25]=[CH:26][CH:27]=[CH:28][C:23]=2[CH2:22][CH2:21][NH:20][CH2:19]1.C(N(C(C)C)C(C)C)C, predict the reaction product.